This data is from Reaction yield outcomes from USPTO patents with 853,638 reactions. The task is: Predict the reaction yield, written as a fraction of the theoretical maximum amount of product (1.0 means a 100% yield; for example, 0.34 means a 34% yield). (1) The reactants are Br[C:2]1[C:3]([C:16]#[N:17])=[N:4][CH:5]=[C:6]([CH2:8][C:9]2[CH:14]=[CH:13][C:12]([F:15])=[CH:11][CH:10]=2)[CH:7]=1.C(=O)([O-])[O-].[Cs+].[Cs+].C1C=CC(P(C2C(C3C(P(C4C=CC=CC=4)C4C=CC=CC=4)=CC=C4C=3C=CC=C4)=C3C(C=CC=C3)=CC=2)C2C=CC=CC=2)=CC=1.[F:70][C:71]1[CH:77]=[CH:76][C:74]([NH2:75])=[CH:73][CH:72]=1. The catalyst is C([O-])(=O)C.[Pd+2].C([O-])(=O)C.C1(C)C=CC=CC=1. The product is [F:70][C:71]1[CH:77]=[CH:76][C:74]([NH:75][C:2]2[C:3]([C:16]#[N:17])=[N:4][CH:5]=[C:6]([CH2:8][C:9]3[CH:14]=[CH:13][C:12]([F:15])=[CH:11][CH:10]=3)[CH:7]=2)=[CH:73][CH:72]=1. The yield is 0.610. (2) The reactants are C([S:4][CH:5]([CH2:18][CH:19]([CH2:24][CH3:25])[CH2:20][CH2:21][CH2:22][CH3:23])[C:6]([NH:8][C@@H:9]([CH2:13][CH2:14][C:15]([NH2:17])=[O:16])[C:10]([OH:12])=[O:11])=[O:7])(=O)C.[OH-].[Na+].Cl. The yield is 0.660. The product is [NH2:17][C:15](=[O:16])[CH2:14][CH2:13][C@H:9]([NH:8][C:6](=[O:7])[CH:5]([SH:4])[CH2:18][CH:19]([CH2:24][CH3:25])[CH2:20][CH2:21][CH2:22][CH3:23])[C:10]([OH:12])=[O:11]. The catalyst is CO.O.